The task is: Predict the reactants needed to synthesize the given product.. This data is from Full USPTO retrosynthesis dataset with 1.9M reactions from patents (1976-2016). Given the product [CH2:1]([O:3][C:4]([C:6]1[O:7][C:8]2[CH:14]=[CH:13][C:12]([O:15][CH:22]3[CH2:23][CH2:24][N:19]([CH:16]([CH3:18])[CH3:17])[CH2:20][CH2:21]3)=[CH:11][C:9]=2[CH:10]=1)=[O:5])[CH3:2], predict the reactants needed to synthesize it. The reactants are: [CH2:1]([O:3][C:4]([C:6]1[O:7][C:8]2[CH:14]=[CH:13][C:12]([OH:15])=[CH:11][C:9]=2[CH:10]=1)=[O:5])[CH3:2].[CH:16]([N:19]1[CH2:24][CH2:23][CH:22](O)[CH2:21][CH2:20]1)([CH3:18])[CH3:17].C1(P(C2C=CC=CC=2)C2C=CC=CC=2)C=CC=CC=1.CC(OC(/N=N/C(OC(C)C)=O)=O)C.